From a dataset of Reaction yield outcomes from USPTO patents with 853,638 reactions. Predict the reaction yield, written as a fraction of the theoretical maximum amount of product (1.0 means a 100% yield; for example, 0.34 means a 34% yield). (1) The reactants are [Br:1][C:2]1[CH:19]=[C:18]([N+:20]([O-:22])=[O:21])[CH:17]=[C:16]([Br:23])[C:3]=1[O:4][C:5]1[CH:10]=[CH:9][C:8]([O:11]C)=[C:7]([CH:13]([CH3:15])[CH3:14])[CH:6]=1.B(Br)(Br)Br. The product is [Br:1][C:2]1[CH:19]=[C:18]([N+:20]([O-:22])=[O:21])[CH:17]=[C:16]([Br:23])[C:3]=1[O:4][C:5]1[CH:10]=[CH:9][C:8]([OH:11])=[C:7]([CH:13]([CH3:15])[CH3:14])[CH:6]=1. The yield is 1.10. The catalyst is ClCCl. (2) The reactants are Br[C:2]1[C:3]2[N:4]([CH:14]=[CH:15][N:16]=2)[N:5]=[C:6]([C:8]2[CH:13]=[CH:12][CH:11]=[CH:10][CH:9]=2)[CH:7]=1.[CH3:17][C@@H:18]1[CH2:22][CH2:21][CH2:20][N:19]1[C:23]1[N:28]=[C:27]([NH2:29])[CH:26]=[CH:25][CH:24]=1.C1C=CC(P(C2C(C3C(P(C4C=CC=CC=4)C4C=CC=CC=4)=CC=C4C=3C=CC=C4)=C3C(C=CC=C3)=CC=2)C2C=CC=CC=2)=CC=1.C([O-])([O-])=O.[Cs+].[Cs+]. The catalyst is C1C=CC(/C=C/C(/C=C/C2C=CC=CC=2)=O)=CC=1.C1C=CC(/C=C/C(/C=C/C2C=CC=CC=2)=O)=CC=1.C1C=CC(/C=C/C(/C=C/C2C=CC=CC=2)=O)=CC=1.[Pd].[Pd].O1CCOCC1. The product is [CH3:17][C@@H:18]1[CH2:22][CH2:21][CH2:20][N:19]1[C:23]1[N:28]=[C:27]([NH:29][C:2]2[C:3]3[N:4]([CH:14]=[CH:15][N:16]=3)[N:5]=[C:6]([C:8]3[CH:13]=[CH:12][CH:11]=[CH:10][CH:9]=3)[CH:7]=2)[CH:26]=[CH:25][CH:24]=1. The yield is 0.350. (3) The reactants are [CH2:1]([O:8][C:9]1[CH:38]=[CH:37][C:12]2[C:13]3[N:17]([CH2:18][CH2:19][C:20](=[O:21])[C:11]=2[CH:10]=1)[C:16]1[N:22]=[C:23]([C:26]([O:28]CC)=[O:27])[CH:24]=[CH:25][C:15]=1[C:14]=3[CH:31]1[CH2:36][CH2:35][CH2:34][CH2:33][CH2:32]1)[C:2]1[CH:7]=[CH:6][CH:5]=[CH:4][CH:3]=1.[OH-].[Na+].Cl. The catalyst is O1CCCC1.CO. The product is [CH2:1]([O:8][C:9]1[CH:38]=[CH:37][C:12]2[C:13]3[N:17]([CH2:18][CH2:19][C:20](=[O:21])[C:11]=2[CH:10]=1)[C:16]1[N:22]=[C:23]([C:26]([OH:28])=[O:27])[CH:24]=[CH:25][C:15]=1[C:14]=3[CH:31]1[CH2:36][CH2:35][CH2:34][CH2:33][CH2:32]1)[C:2]1[CH:3]=[CH:4][CH:5]=[CH:6][CH:7]=1. The yield is 0.410. (4) The reactants are [Cl:1][C:2]1[CH:3]=[CH:4][C:5]([CH3:13])=[C:6]([CH:12]=1)[C:7]([N:9]([CH3:11])C)=[O:8].[CH2:14]1[N:19]([C:20]2[C:25](C#N)=[CH:24][CH:23]=[CH:22][CH:21]=2)[CH2:18][CH2:17][O:16][CH2:15]1.[Cl-].[NH4+]. The catalyst is C1COCC1. The product is [Cl:1][C:2]1[CH:12]=[C:6]2[C:5]([CH:13]=[C:11]([C:21]3[CH:22]=[CH:23][CH:24]=[CH:25][C:20]=3[N:19]3[CH2:18][CH2:17][O:16][CH2:15][CH2:14]3)[NH:9][C:7]2=[O:8])=[CH:4][CH:3]=1. The yield is 0.870. (5) The reactants are O[CH2:2][CH2:3][CH2:4][NH:5][C:6](=[O:12])[O:7][C:8]([CH3:11])([CH3:10])[CH3:9].[S:13]1C=CC=C1CC(O)=O.C1(P(C2C=CC=CC=2)C2C=CC=CC=2)C=CC=CC=1.[CH3:41][CH:42]([O:44]C(/N=N/C(OC(C)C)=O)=O)C. The catalyst is C(Cl)Cl. The product is [C:42](=[O:44])([S:13][CH2:2][CH2:3][CH2:4][NH:5][C:6]([O:7][C:8]([CH3:11])([CH3:10])[CH3:9])=[O:12])[CH3:41]. The yield is 0.750. (6) The reactants are [O:1]=[C:2]1[C:10]2[C:5](=[C:6]([C:11]3[S:15][C:14](C(O)=O)=[CH:13][CH:12]=3)[CH:7]=[CH:8][CH:9]=2)[CH2:4][NH:3]1.C([N:21]([CH2:24]C)CC)C.C1(P(N=[N+]=[N-])(C2C=CC=CC=2)=[O:33])C=CC=CC=1.[CH3:43][C:44]1[CH:45]=[C:46]([CH:48]=[CH:49][CH:50]=1)[NH2:47]. The catalyst is CN(C=O)C.O. The product is [CH3:43][C:44]1[CH:45]=[C:46]([NH:47][C:24]([NH:21][C:14]2[S:15][C:11]([C:6]3[CH:7]=[CH:8][CH:9]=[C:10]4[C:5]=3[CH2:4][NH:3][C:2]4=[O:1])=[CH:12][CH:13]=2)=[O:33])[CH:48]=[CH:49][CH:50]=1. The yield is 0.130. (7) The reactants are [C:1]([N:5]1[C:9]([C:10]2[CH:15]=[CH:14][C:13]([F:16])=[CH:12][CH:11]=2)=[C:8]([C:17]2[S:18][CH:19]=[C:20]([CH2:22][C:23]([O:25][CH2:26][CH3:27])=[O:24])[N:21]=2)[CH:7]=[N:6]1)([CH3:4])([CH3:3])[CH3:2].[H-].[Na+].[CH2:30](Br)[C:31]1[CH:36]=[CH:35][CH:34]=[CH:33][CH:32]=1.O. The catalyst is CN(C=O)C. The product is [C:1]([N:5]1[C:9]([C:10]2[CH:15]=[CH:14][C:13]([F:16])=[CH:12][CH:11]=2)=[C:8]([C:17]2[S:18][CH:19]=[C:20]([CH:22]([CH2:30][C:31]3[CH:36]=[CH:35][CH:34]=[CH:33][CH:32]=3)[C:23]([O:25][CH2:26][CH3:27])=[O:24])[N:21]=2)[CH:7]=[N:6]1)([CH3:4])([CH3:3])[CH3:2]. The yield is 0.258.